The task is: Predict the product of the given reaction.. This data is from Forward reaction prediction with 1.9M reactions from USPTO patents (1976-2016). Given the reactants Br[C:2]1[N:10]=[CH:9][N:8]=[C:7]2[C:3]=1[N:4]=[CH:5][NH:6]2.[F:11][C:12]1[CH:13]=[C:14]([C:18]2[C:27]3[C:22](=[CH:23][CH:24]=[CH:25][CH:26]=3)[CH:21]=[CH:20][C:19]=2[CH:28]([NH2:30])[CH3:29])[CH:15]=[CH:16][CH:17]=1.C(N(CC)C(C)C)(C)C, predict the reaction product. The product is: [F:11][C:12]1[CH:13]=[C:14]([C:18]2[C:27]3[C:22](=[CH:23][CH:24]=[CH:25][CH:26]=3)[CH:21]=[CH:20][C:19]=2[CH:28]([NH:30][C:2]2[N:10]=[CH:9][N:8]=[C:7]3[C:3]=2[N:4]=[CH:5][NH:6]3)[CH3:29])[CH:15]=[CH:16][CH:17]=1.